Dataset: NCI-60 drug combinations with 297,098 pairs across 59 cell lines. Task: Regression. Given two drug SMILES strings and cell line genomic features, predict the synergy score measuring deviation from expected non-interaction effect. Drug 1: CN1C2=C(C=C(C=C2)N(CCCl)CCCl)N=C1CCCC(=O)O.Cl. Drug 2: B(C(CC(C)C)NC(=O)C(CC1=CC=CC=C1)NC(=O)C2=NC=CN=C2)(O)O. Cell line: UACC-257. Synergy scores: CSS=57.3, Synergy_ZIP=9.67, Synergy_Bliss=7.89, Synergy_Loewe=-41.8, Synergy_HSA=8.83.